From a dataset of Hepatocyte clearance measurements from AstraZeneca. Regression/Classification. Given a drug SMILES string, predict its absorption, distribution, metabolism, or excretion properties. Task type varies by dataset: regression for continuous measurements (e.g., permeability, clearance, half-life) or binary classification for categorical outcomes (e.g., BBB penetration, CYP inhibition). For this dataset (clearance_hepatocyte_az), we predict log10(clearance) (log10 of the in vitro intrinsic clearance, CLint, in uL/min per 10^6 hepatocytes; values are censored to the assay range of 3 to 150, which is 0.477 to 2.18 on this log10 scale). (1) The molecule is CCN(CC)CCN1C(=O)[C@@](O)(c2ccccc2Cl)c2c1cc(C(N)=O)cc2C(F)(F)F. The log10(clearance) is 1.75. (2) The log10(clearance) is 0.760. The compound is C[C@H](CO)Nc1nc(SCc2ccccc2F)nc2nc(N)sc12. (3) The drug is O=S(=O)(CCCOCCc1ccccc1)CCNCCc1ccc(O)c2nc(O)sc12. The log10(clearance) is 1.63. (4) The drug is O=C(CN1CCOCC1)Nc1ccc(-c2cccc3c(=O)cc(N4CCOCC4)oc23)cc1O. The log10(clearance) is 1.27. (5) The molecule is COc1cc2nc(N3CCN(C(=O)c4ccco4)CC3)nc(N)c2cc1OC. The log10(clearance) is 1.08. (6) The molecule is CNC1=Nc2ccc(Cl)cc2C(c2ccccc2)=[N+]([O-])C1. The log10(clearance) is 0.590. (7) The compound is Nc1[nH]ncc1-c1cc(Cl)ccc1Oc1cc(F)c(S(=O)(=O)Nc2cscn2)cc1Cl. The log10(clearance) is 0.750. (8) The molecule is Cc1c(F)cc(C(=O)NC2CC2)cc1-c1ccc(C(=O)NCC(C)(C)C)cn1. The log10(clearance) is 0.580.